Predict the product of the given reaction. From a dataset of Forward reaction prediction with 1.9M reactions from USPTO patents (1976-2016). The product is: [C:45]([C:49]1[CH:66]=[CH:65][C:52]([CH2:53][N:54]([CH2:55][C@@H:56]([C:58]2[CH:59]=[CH:60][C:61]([Cl:64])=[CH:62][CH:63]=2)[OH:57])[C:11]([C:9]2[CH:10]=[C:2]([Cl:1])[CH:3]=[C:4]3[C:8]=2[NH:7][CH:6]=[CH:5]3)=[O:13])=[CH:51][CH:50]=1)([CH3:48])([CH3:46])[CH3:47]. Given the reactants [Cl:1][C:2]1[CH:3]=[C:4]2[C:8](=[C:9]([C:11]([OH:13])=O)[CH:10]=1)[NH:7][CH:6]=[CH:5]2.CN(C(ON1N=NC2C=CC=CC1=2)=[N+](C)C)C.[B-](F)(F)(F)F.C(N(CC)C(C)C)(C)C.[C:45]([C:49]1[CH:66]=[CH:65][C:52]([CH2:53][NH:54][CH2:55][C@@H:56]([C:58]2[CH:63]=[CH:62][C:61]([Cl:64])=[CH:60][CH:59]=2)[OH:57])=[CH:51][CH:50]=1)([CH3:48])([CH3:47])[CH3:46], predict the reaction product.